This data is from Reaction yield outcomes from USPTO patents with 853,638 reactions. The task is: Predict the reaction yield, written as a fraction of the theoretical maximum amount of product (1.0 means a 100% yield; for example, 0.34 means a 34% yield). (1) The reactants are [SH:1][CH2:2][C:3]([O:5][CH3:6])=[O:4].[C:7]1([C:13]([C:21]2[CH:26]=[CH:25][CH:24]=[CH:23][CH:22]=2)([C:15]2[CH:20]=[CH:19][CH:18]=[CH:17][CH:16]=2)O)[CH:12]=[CH:11][CH:10]=[CH:9][CH:8]=1.FC(F)(F)C(O)=O. The catalyst is C(Cl)(Cl)Cl. The product is [CH3:6][O:5][C:3](=[O:4])[CH2:2][S:1][C:13]([C:7]1[CH:12]=[CH:11][CH:10]=[CH:9][CH:8]=1)([C:21]1[CH:22]=[CH:23][CH:24]=[CH:25][CH:26]=1)[C:15]1[CH:16]=[CH:17][CH:18]=[CH:19][CH:20]=1. The yield is 0.910. (2) The reactants are [F:1][C:2]1[C:7]2[N:8]=[CH:9][O:10][C:6]=2[CH:5]=[C:4]([C:11]([NH:13][O:14][CH2:15][CH2:16][O:17]C=C)=[O:12])[C:3]=1[NH:20][C:21]1[CH:26]=[CH:25][C:24]([I:27])=[CH:23][C:22]=1[F:28].Cl.C([O-])(O)=O.[Na+]. The catalyst is C(Cl)Cl. The product is [F:1][C:2]1[C:7]2[N:8]=[CH:9][O:10][C:6]=2[CH:5]=[C:4]([C:11]([NH:13][O:14][CH2:15][CH2:16][OH:17])=[O:12])[C:3]=1[NH:20][C:21]1[CH:26]=[CH:25][C:24]([I:27])=[CH:23][C:22]=1[F:28]. The yield is 0.520. (3) The reactants are Br[C:2]1[CH:9]=[CH:8][CH:7]=[C:6]([F:10])[C:3]=1[C:4]#[N:5].[CH3:11][C:12]1([CH3:28])[C:16]([CH3:18])([CH3:17])[O:15][B:14]([B:14]2[O:15][C:16]([CH3:18])([CH3:17])[C:12]([CH3:28])([CH3:11])[O:13]2)[O:13]1.C([O-])(=O)C.[K+].C1(P(C2CCCCC2)C2CCCCC2)CCCCC1. The catalyst is O1CCOCC1.[Pd].[Pd].C(=CC(C=CC1C=CC=CC=1)=O)C1C=CC=CC=1.C(=CC(C=CC1C=CC=CC=1)=O)C1C=CC=CC=1.C(=CC(C=CC1C=CC=CC=1)=O)C1C=CC=CC=1. The product is [F:10][C:6]1[CH:7]=[CH:8][CH:9]=[C:2]([B:14]2[O:15][C:16]([CH3:18])([CH3:17])[C:12]([CH3:28])([CH3:11])[O:13]2)[C:3]=1[C:4]#[N:5]. The yield is 0.396. (4) The reactants are [CH3:1][C:2]1[O:6][N:5]=[C:4]([C:7]2[CH:12]=[CH:11][CH:10]=[CH:9][CH:8]=2)[C:3]=1[CH2:13][O:14][C:15]1[N:20]=[N:19][C:18]([NH2:21])=[CH:17][CH:16]=1.[C:22](Cl)(=[O:26])[CH:23]([CH3:25])[CH3:24]. No catalyst specified. The product is [CH3:1][C:2]1[O:6][N:5]=[C:4]([C:7]2[CH:8]=[CH:9][CH:10]=[CH:11][CH:12]=2)[C:3]=1[CH2:13][O:14][C:15]1[N:20]=[N:19][C:18]([NH:21][C:22](=[O:26])[CH:23]([CH3:25])[CH3:24])=[CH:17][CH:16]=1. The yield is 0.720. (5) The reactants are [CH:1]([C:3]1[CH:18]=[CH:17][C:6]([O:7][C:8]2[CH:16]=[CH:15][C:11]([C:12]([NH2:14])=[O:13])=[CH:10][N:9]=2)=[CH:5][CH:4]=1)=O.Cl.Cl.[F:21][C:22]1[CH:27]=[CH:26][C:25]([N:28]2[CH2:33][CH2:32][NH:31][CH2:30][CH2:29]2)=[CH:24][CH:23]=1.C(N(CC)CC)C.[BH4-].[Na+]. The catalyst is CO. The product is [F:21][C:22]1[CH:23]=[CH:24][C:25]([N:28]2[CH2:33][CH2:32][N:31]([CH2:1][C:3]3[CH:18]=[CH:17][C:6]([O:7][C:8]4[CH:16]=[CH:15][C:11]([C:12]([NH2:14])=[O:13])=[CH:10][N:9]=4)=[CH:5][CH:4]=3)[CH2:30][CH2:29]2)=[CH:26][CH:27]=1. The yield is 0.210. (6) The reactants are [CH:1]([C@H:14]1[CH2:20][C@H:19]2[C@H:17]([O:18]2)[CH2:16][O:15]1)([C:8]1[CH:13]=[CH:12][CH:11]=[CH:10][CH:9]=1)[C:2]1[CH:7]=[CH:6][CH:5]=[CH:4][CH:3]=1.[H-].[H-].[H-].[H-].[Li+].[Al+3]. The catalyst is CCCCC. The product is [CH:1]([C@@H:14]1[O:15][CH2:16][C@@H:17]([OH:18])[CH2:19][CH2:20]1)([C:8]1[CH:13]=[CH:12][CH:11]=[CH:10][CH:9]=1)[C:2]1[CH:3]=[CH:4][CH:5]=[CH:6][CH:7]=1. The yield is 0.700. (7) The reactants are [CH:1](=O)[C:2]1[CH:7]=[CH:6][CH:5]=[CH:4][CH:3]=1.Cl.[NH2:10][C@H:11]([CH3:16])[C:12]([O:14][CH3:15])=[O:13]. No catalyst specified. The product is [CH2:1]([NH:10][C@@H:11]([CH3:16])[C:12]([O:14][CH3:15])=[O:13])[C:2]1[CH:7]=[CH:6][CH:5]=[CH:4][CH:3]=1. The yield is 0.950. (8) The reactants are [CH2:1]([O:3][C:4]1[C:5]([OH:14])=[C:6]([CH:9]=[C:10]([CH:12]=O)[CH:11]=1)[C:7]#[N:8])[CH3:2].[C:15]1([C:21](=O)[CH2:22][C:23]2[CH:28]=[CH:27][CH:26]=[CH:25][CH:24]=2)[CH:20]=[CH:19][CH:18]=[CH:17][CH:16]=1.[NH2:30][C:31]([NH2:33])=[O:32].Cl. The catalyst is CCO.CO.CCOC(C)=O. The product is [CH2:1]([O:3][C:4]1[C:5]([OH:14])=[C:6]([CH:9]=[C:10]([CH:12]2[C:22]([C:23]3[CH:28]=[CH:27][CH:26]=[CH:25][CH:24]=3)=[C:21]([C:15]3[CH:20]=[CH:19][CH:18]=[CH:17][CH:16]=3)[NH:33][C:31](=[O:32])[NH:30]2)[CH:11]=1)[C:7]#[N:8])[CH3:2]. The yield is 0.457. (9) The reactants are [NH2:1][CH2:2][CH2:3][OH:4].C(N(CC)CC)C.[F:12][C:13]([F:20])([F:19])[C:14](OCC)=[O:15]. The catalyst is CO. The product is [F:12][C:13]([F:20])([F:19])[C:14]([NH:1][CH2:2][CH2:3][OH:4])=[O:15]. The yield is 0.950.